Dataset: Forward reaction prediction with 1.9M reactions from USPTO patents (1976-2016). Task: Predict the product of the given reaction. (1) Given the reactants [ClH:1].O1CCOCC1.[CH2:8]([O:10][C:11]([C@@H:13]([NH:22][C@@H:23]([CH3:27])[C:24](O)=[O:25])[CH2:14][CH2:15][C:16]1[CH:21]=[CH:20][CH:19]=[CH:18][CH:17]=1)=[O:12])[CH3:9].P(Cl)(Cl)(Cl)(Cl)[Cl:29], predict the reaction product. The product is: [ClH:29].[Cl:1][C:24]([C@@H:23]([NH:22][C@@H:13]([CH2:14][CH2:15][C:16]1[CH:21]=[CH:20][CH:19]=[CH:18][CH:17]=1)[C:11]([O:10][CH2:8][CH3:9])=[O:12])[CH3:27])=[O:25]. (2) Given the reactants [C:1]([C:9]1[S:10][CH:11]=[CH:12][C:13]=1[C:14]([OH:16])=[O:15])(=[O:8])[C:2]1[CH:7]=[CH:6][N:5]=[CH:4][CH:3]=1.C([O-])([O-])=O.[Cs+].[Cs+].[CH3:23][CH2:24]I, predict the reaction product. The product is: [C:1]([C:9]1[S:10][CH:11]=[CH:12][C:13]=1[C:14]([O:16][CH2:23][CH3:24])=[O:15])(=[O:8])[C:2]1[CH:7]=[CH:6][N:5]=[CH:4][CH:3]=1. (3) Given the reactants C(OC(=O)[NH:7][CH2:8][CH:9]1[O:14][CH2:13][CH2:12][N:11]([C:15]2[C:27]3[C:26]4[C:21](=[CH:22][CH:23]=[CH:24][CH:25]=4)[NH:20][C:19]=3[N:18]=[CH:17][N:16]=2)[CH2:10]1)(C)(C)C.Cl.O1CCOCC1, predict the reaction product. The product is: [N:18]1[C:19]2[NH:20][C:21]3[C:26]([C:27]=2[C:15]([N:11]2[CH2:12][CH2:13][O:14][CH:9]([CH2:8][NH2:7])[CH2:10]2)=[N:16][CH:17]=1)=[CH:25][CH:24]=[CH:23][CH:22]=3. (4) Given the reactants [F:1][C:2]1[CH:7]=[CH:6][CH:5]=[C:4]([F:8])[C:3]=1[C:9]1[O:10][C:11]([C:17]2[CH:22]=[CH:21][C:20]([O:23][CH2:24][CH:25]3[CH2:27][O:26]3)=[CH:19][CH:18]=2)=[C:12]([C:14]([NH2:16])=[O:15])[N:13]=1.[NH:28]1[CH2:33][CH2:32][CH2:31][CH2:30][CH2:29]1, predict the reaction product. The product is: [F:8][C:4]1[CH:5]=[CH:6][CH:7]=[C:2]([F:1])[C:3]=1[C:9]1[O:10][C:11]([C:17]2[CH:18]=[CH:19][C:20]([O:23][CH2:24][CH:25]([OH:26])[CH2:27][N:28]3[CH2:33][CH2:32][CH2:31][CH2:30][CH2:29]3)=[CH:21][CH:22]=2)=[C:12]([C:14]([NH2:16])=[O:15])[N:13]=1. (5) Given the reactants [CH2:1]([O:8][C:9]1[CH:10]=[C:11]2[C:16](=[CH:17][C:18]=1[O:19][CH3:20])[CH:15](/[CH:21]=[CH:22]/[C:23]1[CH:28]=[C:27]([O:29][CH2:30][C:31]3[CH:36]=[CH:35][CH:34]=[CH:33][CH:32]=3)[C:26]([O:37][CH3:38])=[CH:25][C:24]=1[CH3:39])[NH:14][CH2:13][CH2:12]2)[C:2]1[CH:7]=[CH:6][CH:5]=[CH:4][CH:3]=1.[C:40]([N:44]=[C:45]=[O:46])([CH3:43])([CH3:42])[CH3:41], predict the reaction product. The product is: [CH2:1]([O:8][C:9]1[CH:10]=[C:11]2[C:16](=[CH:17][C:18]=1[O:19][CH3:20])[CH:15](/[CH:21]=[CH:22]/[C:23]1[CH:28]=[C:27]([O:29][CH2:30][C:31]3[CH:32]=[CH:33][CH:34]=[CH:35][CH:36]=3)[C:26]([O:37][CH3:38])=[CH:25][C:24]=1[CH3:39])[N:14]([C:45]([NH:44][C:40]([CH3:43])([CH3:42])[CH3:41])=[O:46])[CH2:13][CH2:12]2)[C:2]1[CH:7]=[CH:6][CH:5]=[CH:4][CH:3]=1. (6) Given the reactants [C:1]1([C:27]2[CH:32]=[CH:31][CH:30]=[CH:29][CH:28]=2)[CH:6]=[CH:5][C:4]([C:7]([N:9]2[CH2:14][CH2:13][N:12]([C:15]3[C:16]4[CH:24]=[C:23]([CH2:25][CH3:26])[S:22][C:17]=4[N:18]=[C:19](Cl)[N:20]=3)[CH2:11][CH2:10]2)=[O:8])=[CH:3][CH:2]=1.[CH3:33][N:34]([CH3:38])[CH2:35][CH2:36][NH2:37], predict the reaction product. The product is: [C:1]1([C:27]2[CH:32]=[CH:31][CH:30]=[CH:29][CH:28]=2)[CH:6]=[CH:5][C:4]([C:7]([N:9]2[CH2:14][CH2:13][N:12]([C:15]3[C:16]4[CH:24]=[C:23]([CH2:25][CH3:26])[S:22][C:17]=4[N:18]=[C:19]([NH:37][CH2:36][CH2:35][N:34]([CH3:38])[CH3:33])[N:20]=3)[CH2:11][CH2:10]2)=[O:8])=[CH:3][CH:2]=1. (7) Given the reactants [CH3:1][O:2][CH2:3][C:4]1[N:5]=[CH:6][O:7][CH:8]=1.[CH2:9]([O:11][C:12](=[O:32])[N:13]([C:21]1[CH:26]=[C:25](Br)[N:24]=[C:23]([NH2:28])[C:22]=1[N+:29]([O-:31])=[O:30])[CH2:14][C:15]1[CH:20]=[CH:19][CH:18]=[CH:17][CH:16]=1)[CH3:10], predict the reaction product. The product is: [CH2:9]([O:11][C:12](=[O:32])[N:13]([C:21]1[CH:26]=[C:25]([C:6]2[O:7][CH:8]=[C:4]([CH2:3][O:2][CH3:1])[N:5]=2)[N:24]=[C:23]([NH2:28])[C:22]=1[N+:29]([O-:31])=[O:30])[CH2:14][C:15]1[CH:16]=[CH:17][CH:18]=[CH:19][CH:20]=1)[CH3:10].